Dataset: Full USPTO retrosynthesis dataset with 1.9M reactions from patents (1976-2016). Task: Predict the reactants needed to synthesize the given product. Given the product [C:28]([O:27][C:25]([NH:7][C@:6]([CH2:32][OH:33])([CH2:3][CH:4]=[CH2:5])[C:11]([OH:12])=[O:10])=[O:26])([CH3:31])([CH3:30])[CH3:29], predict the reactants needed to synthesize it. The reactants are: N.[Na].[CH2:3]([C@:6]1([CH2:32][O:33]CC2C=CC=CC=2)[C:11](=[O:12])[O:10][C@H](C2C=CC=CC=2)[C@H](C2C=CC=CC=2)[N:7]1[C:25]([O:27][C:28]([CH3:31])([CH3:30])[CH3:29])=[O:26])[CH:4]=[CH2:5].[Cl-].[NH4+].